From a dataset of Forward reaction prediction with 1.9M reactions from USPTO patents (1976-2016). Predict the product of the given reaction. (1) Given the reactants [NH2:1][CH2:2][CH2:3][N:4]1[C:16]2[CH:15]([C:17]3([C:21]4[CH:26]=[CH:25][C:24]([Cl:27])=[CH:23][CH:22]=4)[CH2:20][CH2:19][CH2:18]3)[N:14](C(OC(C)(C)C)=O)[CH2:13][CH2:12][C:11]=2[C:10]2[C:5]1=[CH:6][CH:7]=[CH:8][CH:9]=2.C(N(CC)CC)C.[CH2:42]([S:45](Cl)(=[O:47])=[O:46])[CH2:43][CH3:44].Cl, predict the reaction product. The product is: [Cl:27][C:24]1[CH:25]=[CH:26][C:21]([C:17]2([CH:15]3[C:16]4[N:4]([CH2:3][CH2:2][NH:1][S:45]([CH2:42][CH2:43][CH3:44])(=[O:47])=[O:46])[C:5]5[C:10](=[CH:9][CH:8]=[CH:7][CH:6]=5)[C:11]=4[CH2:12][CH2:13][NH:14]3)[CH2:20][CH2:19][CH2:18]2)=[CH:22][CH:23]=1. (2) Given the reactants [OH:1]/[N:2]=[C:3](/[C@@H:5]1[C@:21]2([CH3:22])[C@H:8]([C@H:9]3[C@H:18]([CH2:19][CH2:20]2)[C@:17]2([CH3:23])[C:12](=[CH:13][C:14](=[O:24])[CH2:15][CH2:16]2)[CH2:11][CH2:10]3)[CH2:7][CH2:6]1)\[CH3:4].[CH3:25][N:26]([CH3:31])[CH2:27][C:28](O)=[O:29].C(N(CC)C(C)C)(C)C.CCN=C=NCCCN(C)C.C([O-])(O)=O.[Na+], predict the reaction product. The product is: [CH3:25][N:26]([CH3:31])[CH2:27][C:28]([O:1]/[N:2]=[C:3](/[C@@H:5]1[C@:21]2([CH3:22])[C@H:8]([C@H:9]3[C@H:18]([CH2:19][CH2:20]2)[C@:17]2([CH3:23])[C:12](=[CH:13][C:14](=[O:24])[CH2:15][CH2:16]2)[CH2:11][CH2:10]3)[CH2:7][CH2:6]1)\[CH3:4])=[O:29]. (3) Given the reactants Br[C:2]1[C:10]2[N:9]=[C:8]([N:11]3[CH2:16][CH2:15][N:14]([C:17]4[C:22]([Cl:23])=[CH:21][C:20]([Cl:24])=[CH:19][N:18]=4)[CH2:13][C@H:12]3[CH3:25])[NH:7][C:6]=2[CH:5]=[C:4]([C:26]([F:29])([F:28])[F:27])[CH:3]=1.[F:30][C:31]1[C:36]([F:37])=[C:35]([F:38])[C:34](B(O)O)=[CH:33][CH:32]=1, predict the reaction product. The product is: [Cl:23][C:22]1[C:17]([N:14]2[CH2:15][CH2:16][N:11]([C:8]3[NH:9][C:10]4[C:2]([C:33]5[CH:32]=[C:31]([F:30])[C:36]([F:37])=[C:35]([F:38])[CH:34]=5)=[CH:3][C:4]([C:26]([F:29])([F:27])[F:28])=[CH:5][C:6]=4[N:7]=3)[C@H:12]([CH3:25])[CH2:13]2)=[N:18][CH:19]=[C:20]([Cl:24])[CH:21]=1. (4) The product is: [CH3:31][O:30][C:27]1[N:26]=[CH:25][C:24]([C:18]2[N:19]=[C:20]([S:22][CH3:23])[O:21][C:17]=2[C:14]2[CH:15]=[CH:16][C:11]([O:10][CH2:9][CH2:8][NH2:7])=[CH:12][CH:13]=2)=[CH:29][CH:28]=1. Given the reactants C(OC(=O)[NH:7][CH2:8][CH2:9][O:10][C:11]1[CH:16]=[CH:15][C:14]([C:17]2[O:21][C:20]([S:22][CH3:23])=[N:19][C:18]=2[C:24]2[CH:25]=[N:26][C:27]([O:30][CH3:31])=[CH:28][CH:29]=2)=[CH:13][CH:12]=1)(C)(C)C, predict the reaction product. (5) Given the reactants ClC1C=CC=C(C(OO)=[O:9])C=1.[CH3:12][C:13]1[CH:14]=[C:15]2[C:20](=[CH:21][CH:22]=1)[N:19]=[CH:18][C:17]([N+:23]([O-:25])=[O:24])=[CH:16]2, predict the reaction product. The product is: [CH3:12][C:13]1[CH:14]=[C:15]2[C:20](=[CH:21][CH:22]=1)[N+:19]([O-:9])=[CH:18][C:17]([N+:23]([O-:25])=[O:24])=[CH:16]2. (6) Given the reactants Cl[C:2]1[N:3]=[C:4]([N:13]2[CH2:18][CH2:17][O:16][CH2:15][C@@H:14]2[CH3:19])[C:5]2[S:10][C:9]([CH2:11][OH:12])=[CH:8][C:6]=2[N:7]=1.[NH2:20][C:21]1[N:26]=[CH:25][C:24](B2OC(C)(C)C(C)(C)O2)=[CH:23][N:22]=1.CC#N.CC([O-])=O.[K+], predict the reaction product. The product is: [NH2:20][C:21]1[N:26]=[CH:25][C:24]([C:2]2[N:3]=[C:4]([N:13]3[CH2:18][CH2:17][O:16][CH2:15][C@@H:14]3[CH3:19])[C:5]3[S:10][C:9]([CH2:11][OH:12])=[CH:8][C:6]=3[N:7]=2)=[CH:23][N:22]=1.